From a dataset of Peptide-MHC class I binding affinity with 185,985 pairs from IEDB/IMGT. Regression. Given a peptide amino acid sequence and an MHC pseudo amino acid sequence, predict their binding affinity value. This is MHC class I binding data. (1) The peptide sequence is NHSNVELSL. The MHC is HLA-B38:01 with pseudo-sequence HLA-B38:01. The binding affinity (normalized) is 0.966. (2) The MHC is H-2-Db with pseudo-sequence H-2-Db. The binding affinity (normalized) is 0. The peptide sequence is THNDEIMRM. (3) The peptide sequence is WAASAETPL. The MHC is HLA-C03:03 with pseudo-sequence HLA-C03:03. The binding affinity (normalized) is 1.00. (4) The peptide sequence is TERQANFL. The MHC is HLA-B54:01 with pseudo-sequence HLA-B54:01. The binding affinity (normalized) is 0. (5) The peptide sequence is VLYDEFVTI. The MHC is HLA-A02:01 with pseudo-sequence HLA-A02:01. The binding affinity (normalized) is 0.929.